Dataset: Peptide-MHC class I binding affinity with 185,985 pairs from IEDB/IMGT. Task: Regression. Given a peptide amino acid sequence and an MHC pseudo amino acid sequence, predict their binding affinity value. This is MHC class I binding data. (1) The peptide sequence is HLIQNPNPF. The MHC is HLA-C07:02 with pseudo-sequence HLA-C07:02. The binding affinity (normalized) is 0.405. (2) The peptide sequence is RSNNKFTLK. The MHC is HLA-A26:01 with pseudo-sequence HLA-A26:01. The binding affinity (normalized) is 0.0847. (3) The peptide sequence is KMDIGVPLL. The MHC is HLA-A02:11 with pseudo-sequence HLA-A02:11. The binding affinity (normalized) is 1.00. (4) The peptide sequence is FTSVGKLIHQ. The MHC is HLA-B58:01 with pseudo-sequence HLA-B58:01. The binding affinity (normalized) is 0.452. (5) The peptide sequence is SPAIFQSSM. The MHC is HLA-B40:02 with pseudo-sequence HLA-B40:02. The binding affinity (normalized) is 0. (6) The peptide sequence is FLLRHYYNKR. The MHC is HLA-A33:01 with pseudo-sequence HLA-A33:01. The binding affinity (normalized) is 0.736.